Dataset: Catalyst prediction with 721,799 reactions and 888 catalyst types from USPTO. Task: Predict which catalyst facilitates the given reaction. (1) Reactant: Cl[CH2:2][CH2:3][CH2:4][CH2:5][N:6]1[C:10]2[CH:11]=[CH:12][CH:13]=[CH:14][C:9]=2[N:8]=[N:7]1.[O:15]1[CH:19]=[CH:18][CH:17]=[C:16]1[N:20]1[CH2:25][CH2:24][NH:23][CH2:22][CH2:21]1.C(N(C(C)C)CC)(C)C.[I-].[K+]. Product: [O:15]1[CH:19]=[CH:18][CH:17]=[C:16]1[N:20]1[CH2:21][CH2:22][N:23]([CH2:2][CH2:3][CH2:4][CH2:5][N:6]2[C:10]3[CH:11]=[CH:12][CH:13]=[CH:14][C:9]=3[N:8]=[N:7]2)[CH2:24][CH2:25]1. The catalyst class is: 10. (2) Reactant: [OH:1][C:2]1[CH:7]=[CH:6][C:5]([C:8](=O)[CH2:9]Br)=[CH:4][C:3]=1[O:12][CH3:13].[NH2:14][C:15]1[N:20]=[CH:19][CH:18]=[CH:17][N:16]=1. Product: [OH:1][C:2]1[CH:7]=[CH:6][C:5]([C:8]2[N:14]=[C:15]3[N:20]=[CH:19][CH:18]=[CH:17][N:16]3[CH:9]=2)=[CH:4][C:3]=1[O:12][CH3:13]. The catalyst class is: 10. (3) Reactant: C([O:8][N:9]1[C:15](=[O:16])[N:14]2[CH2:17][C@H:10]1[CH2:11][CH2:12][C@@H:13]2[C:18]([NH:20][NH:21][S:22]([CH3:25])(=[O:24])=[O:23])=[O:19])C1C=CC=CC=1.[H][H]. Product: [OH:8][N:9]1[C:15](=[O:16])[N:14]2[CH2:17][C@H:10]1[CH2:11][CH2:12][C@@H:13]2[C:18]([NH:20][NH:21][S:22]([CH3:25])(=[O:24])=[O:23])=[O:19]. The catalyst class is: 19.